This data is from Forward reaction prediction with 1.9M reactions from USPTO patents (1976-2016). The task is: Predict the product of the given reaction. (1) The product is: [Br:14][C:13]1[C:8]2[S:7][C:6]3[CH:15]=[C:2]([C:31]4[CH:32]=[CH:33][C:34]5[N:22]([C:16]6[CH:21]=[CH:20][CH:19]=[CH:18][CH:17]=6)[C:23]6[C:28]([C:29]=5[CH:30]=4)=[CH:27][CH:26]=[CH:25][CH:24]=6)[CH:3]=[CH:4][C:5]=3[C:9]=2[CH:10]=[CH:11][CH:12]=1. Given the reactants Br[C:2]1[CH:3]=[CH:4][C:5]2[C:9]3[CH:10]=[CH:11][CH:12]=[C:13]([Br:14])[C:8]=3[S:7][C:6]=2[CH:15]=1.[C:16]1([N:22]2[C:34]3[CH:33]=[CH:32][C:31](B(O)O)=[CH:30][C:29]=3[C:28]3[C:23]2=[CH:24][CH:25]=[CH:26][CH:27]=3)[CH:21]=[CH:20][CH:19]=[CH:18][CH:17]=1.C([O-])([O-])=O.[Na+].[Na+], predict the reaction product. (2) Given the reactants [CH2:1]([O:3][C:4]([CH:6]1[CH2:11][CH2:10][C:9](=[O:12])[CH2:8][CH2:7]1)=[O:5])[CH3:2].[CH2:13](O)[CH2:14][OH:15].CCOCC, predict the reaction product. The product is: [CH2:1]([O:3][C:4]([CH:6]1[CH2:11][CH2:10][C:9]2([O:15][CH2:14][CH2:13][O:12]2)[CH2:8][CH2:7]1)=[O:5])[CH3:2]. (3) Given the reactants [CH2:1]([C:4]1([S:7]([N:10]2[C:14]3=[CH:15][C:16]4[O:20][CH:19]=[N:18][C:17]=4[C:21]([F:22])=[C:13]3[N:12]([C:23]3[CH:28]=[CH:27][C:26]([I:29])=[CH:25][C:24]=3[F:30])C2=O)(=[O:9])=[O:8])[CH2:6][CH2:5]1)[CH:2]=[CH2:3].C[Si](C)(C)[O-].[K+], predict the reaction product. The product is: [CH2:1]([C:4]1([S:7]([NH:10][C:14]2[C:13]([NH:12][C:23]3[CH:28]=[CH:27][C:26]([I:29])=[CH:25][C:24]=3[F:30])=[C:21]([F:22])[C:17]3[N:18]=[CH:19][O:20][C:16]=3[CH:15]=2)(=[O:9])=[O:8])[CH2:6][CH2:5]1)[CH:2]=[CH2:3]. (4) Given the reactants [C:1]([N:4]1[CH2:9][CH2:8][N:7]([C:10]2[CH:11]=[CH:12][C:13]([NH:16][C:17](=[O:26])[CH2:18][C:19]3[CH:24]=[CH:23][C:22](I)=[CH:21][CH:20]=3)=[N:14][CH:15]=2)[CH2:6][CH2:5]1)(=[O:3])[CH3:2].[F:27][C:28]1[CH:33]=[C:32](B(O)O)[CH:31]=[CH:30][N:29]=1.C([O-])([O-])=O.[Na+].[Na+].C(O)C, predict the reaction product. The product is: [C:1]([N:4]1[CH2:9][CH2:8][N:7]([C:10]2[CH:11]=[CH:12][C:13]([NH:16][C:17](=[O:26])[CH2:18][C:19]3[CH:24]=[CH:23][C:22]([C:32]4[CH:31]=[CH:30][N:29]=[C:28]([F:27])[CH:33]=4)=[CH:21][CH:20]=3)=[N:14][CH:15]=2)[CH2:6][CH2:5]1)(=[O:3])[CH3:2]. (5) Given the reactants C1(P(C2CCCCC2)C2C=CC=CC=2C2C(C(C)C)=CC(C(C)C)=CC=2C(C)C)CCCCC1.[O:35]1[CH2:40][CH2:39][N:38]([C:41]2[N:46]=[C:45]([NH2:47])[CH:44]=[CH:43][CH:42]=2)[CH2:37][CH2:36]1.Cl[C:49]1[C:58]2[C:53](=[C:54]([Cl:59])[CH:55]=[CH:56][CH:57]=2)[N:52]=[C:51]([C:60]2[CH:65]=[CH:64][CH:63]=[CH:62][N:61]=2)[C:50]=1[CH3:66].CC(C)([O-])C.[Na+], predict the reaction product. The product is: [Cl:59][C:54]1[CH:55]=[CH:56][CH:57]=[C:58]2[C:53]=1[N:52]=[C:51]([C:60]1[CH:65]=[CH:64][CH:63]=[CH:62][N:61]=1)[C:50]([CH3:66])=[C:49]2[NH:47][C:45]1[CH:44]=[CH:43][CH:42]=[C:41]([N:38]2[CH2:39][CH2:40][O:35][CH2:36][CH2:37]2)[N:46]=1. (6) The product is: [OH:4][C:2]1[CH:3]=[CH:9][C:8]([I:7])=[CH:15][C:1]=1[CH:17]=[CH2:18]. Given the reactants [CH3:1][C:2](C)([O-:4])[CH3:3].[K+].[I:7][C:8]1[CH:9]=C(O)C(=C[CH:15]=1)C=O.[C:17]1(C)C=CC=C[CH:18]=1, predict the reaction product. (7) Given the reactants [S:1]1[CH:5]=[C:4]([C:6]([NH:8][NH:9]C(OC(C)(C)C)=O)=[O:7])[N:3]=[CH:2]1.Cl, predict the reaction product. The product is: [S:1]1[CH:5]=[C:4]([C:6]([NH:8][NH2:9])=[O:7])[N:3]=[CH:2]1. (8) Given the reactants [CH3:1][C:2]1[CH:7]=[C:6]([N:8]2[CH2:12][CH2:11][CH:10]([N:13]3[CH2:17][CH2:16][CH2:15][CH:14]3[CH3:18])[CH2:9]2)[CH:5]=[CH:4][C:3]=1[NH2:19].[CH3:20][S:21]([C:24]1[CH:25]=[C:26]([CH:30]=[CH:31][C:32]=1[CH3:33])[C:27](Cl)=[O:28])(=[O:23])=[O:22], predict the reaction product. The product is: [CH3:20][S:21]([C:24]1[CH:25]=[C:26]([CH:30]=[CH:31][C:32]=1[CH3:33])[C:27]([NH:19][C:3]1[CH:4]=[CH:5][C:6]([N:8]2[CH2:12][CH2:11][CH:10]([N:13]3[CH2:17][CH2:16][CH2:15][CH:14]3[CH3:18])[CH2:9]2)=[CH:7][C:2]=1[CH3:1])=[O:28])(=[O:22])=[O:23]. (9) Given the reactants C(O[C:4](=[O:22])[C:5](=[CH:11][NH:12][C:13]1[CH:18]=[CH:17][CH:16]=[CH:15][C:14]=1[N+:19]([O-:21])=[O:20])[C:6]([O:8][CH2:9][CH3:10])=[O:7])C.CCCCCC.C(OCC)(=O)C.C(OCC)C, predict the reaction product. The product is: [CH2:9]([O:8][C:6]([C:5]1[C:4](=[O:22])[C:18]2[C:13](=[C:14]([N+:19]([O-:21])=[O:20])[CH:15]=[CH:16][CH:17]=2)[NH:12][CH:11]=1)=[O:7])[CH3:10].